Dataset: Reaction yield outcomes from USPTO patents with 853,638 reactions. Task: Predict the reaction yield, written as a fraction of the theoretical maximum amount of product (1.0 means a 100% yield; for example, 0.34 means a 34% yield). (1) The reactants are [NH2:1][C:2]1[CH:3]=[C:4]([S:8][C:9]2[CH:10]=[CH:11][C:12]3[N:13]([CH:15]=[C:16]([NH:18][C:19]([CH:21]4[CH2:23][CH2:22]4)=[O:20])[N:17]=3)[N:14]=2)[CH:5]=[CH:6][CH:7]=1.[C:24]([C:26]1([C:29]2[CH:30]=[C:31]([CH:35]=[CH:36][CH:37]=2)[C:32](O)=[O:33])[CH2:28][CH2:27]1)#[N:25].C(Cl)(=O)C(Cl)=O.O1CCCC1. The catalyst is CN(C)C=O.CN(C)C(=O)C. The product is [C:24]([C:26]1([C:29]2[CH:30]=[C:31]([CH:35]=[CH:36][CH:37]=2)[C:32]([NH:1][C:2]2[CH:7]=[CH:6][CH:5]=[C:4]([S:8][C:9]3[CH:10]=[CH:11][C:12]4[N:13]([CH:15]=[C:16]([NH:18][C:19]([CH:21]5[CH2:22][CH2:23]5)=[O:20])[N:17]=4)[N:14]=3)[CH:3]=2)=[O:33])[CH2:27][CH2:28]1)#[N:25]. The yield is 0.800. (2) The reactants are [I:1][C:2]1[CH:9]=[CH:8][CH:7]=[CH:6][C:3]=1[CH2:4][OH:5]. The catalyst is ClCCl.[O-2].[Mn+2]. The product is [I:1][C:2]1[CH:9]=[CH:8][CH:7]=[CH:6][C:3]=1[CH:4]=[O:5]. The yield is 0.910. (3) The reactants are [Cl:1][C:2]1[N:7]=[C:6]([O:8][CH3:9])[C:5]([C:10]([CH3:18])([CH2:15][C:16]#[N:17])[C:11](OC)=[O:12])=[CH:4][CH:3]=1.[H][H]. The catalyst is N.CO.[Ni]. The product is [Cl:1][C:2]1[N:7]=[C:6]([O:8][CH3:9])[C:5]([C:10]2([CH3:18])[CH2:15][CH2:16][NH:17][C:11]2=[O:12])=[CH:4][CH:3]=1. The yield is 0.900. (4) The reactants are [C:1]([O:7][CH2:8][CH3:9])(=[O:6])[CH2:2][C:3]([O-])=O.N1[CH2:15][CH2:14][CH2:13][CH2:12][CH2:11]1.N1C=CC=[CH:18][CH:17]=1. No catalyst specified. The product is [CH2:8]([O:7][C:1](=[O:6])[CH:2]=[CH:3][C:11]1[CH:18]=[CH:17][C:14]([CH3:15])=[CH:13][CH:12]=1)[CH3:9]. The yield is 0.790. (5) The reactants are [NH2:1][C:2]1[C:3]([CH3:14])=[C:4]2[C:9](=[CH:10][C:11]=1[CH3:12])[C:8](=[O:13])[CH2:7][CH2:6][CH2:5]2.C(N(CC)CC)C.[C:22]([CH2:26][C:27](Cl)=[O:28])([CH3:25])([CH3:24])[CH3:23]. The catalyst is ClCCl. The product is [CH3:14][C:3]1[C:4]2[CH2:5][CH2:6][CH2:7][C:8](=[O:13])[C:9]=2[CH:10]=[C:11]([CH3:12])[C:2]=1[NH:1][C:27](=[O:28])[CH2:26][C:22]([CH3:25])([CH3:24])[CH3:23]. The yield is 0.920.